Dataset: Catalyst prediction with 721,799 reactions and 888 catalyst types from USPTO. Task: Predict which catalyst facilitates the given reaction. (1) Reactant: [C:1]([C:3]1[CH:8]=[CH:7][C:6]([N:9]2[C:13]([C:14]3[CH:15]=[C:16]([C:32]([NH:34][CH2:35][CH2:36][CH2:37][N:38]([CH3:40])[CH3:39])=[O:33])[C:17](=[O:31])[N:18]([C:21]4[CH:26]=[CH:25][CH:24]=[C:23]([C:27]([F:30])([F:29])[F:28])[CH:22]=4)[C:19]=3[CH3:20])=[CH:12][CH:11]=[N:10]2)=[CH:5][CH:4]=1)#[N:2].[C:41]1([S:47]([O:50]C)(=[O:49])=[O:48])[CH:46]=[CH:45][CH:44]=[CH:43][CH:42]=1.[CH3:52]C1CCCO1. Product: [C:41]1([S:47]([O-:50])(=[O:49])=[O:48])[CH:46]=[CH:45][CH:44]=[CH:43][CH:42]=1.[C:1]([C:3]1[CH:8]=[CH:7][C:6]([N:9]2[C:13]([C:14]3[CH:15]=[C:16]([C:32]([NH:34][CH2:35][CH2:36][CH2:37][N+:38]([CH3:52])([CH3:40])[CH3:39])=[O:33])[C:17](=[O:31])[N:18]([C:21]4[CH:26]=[CH:25][CH:24]=[C:23]([C:27]([F:29])([F:28])[F:30])[CH:22]=4)[C:19]=3[CH3:20])=[CH:12][CH:11]=[N:10]2)=[CH:5][CH:4]=1)#[N:2]. The catalyst class is: 21. (2) Reactant: [CH3:1][N:2]1[C:10]2[C:9](=[O:11])[N:8]([CH2:12][CH2:13][O:14][C:15]3[CH:20]=[CH:19][C:18]([CH2:21][CH:22]([O:26][CH2:27][CH3:28])[C:23]([OH:25])=[O:24])=[CH:17][CH:16]=3)[C:7]([CH3:29])=[N:6][C:5]=2[C:4]([CH2:30][CH2:31][CH3:32])=[N:3]1.[OH-].[Ca+2:34].[OH-]. Product: [Ca+2:34].[CH3:1][N:2]1[C:10]2[C:9](=[O:11])[N:8]([CH2:12][CH2:13][O:14][C:15]3[CH:20]=[CH:19][C:18]([CH2:21][CH:22]([O:26][CH2:27][CH3:28])[C:23]([O-:25])=[O:24])=[CH:17][CH:16]=3)[C:7]([CH3:29])=[N:6][C:5]=2[C:4]([CH2:30][CH2:31][CH3:32])=[N:3]1.[CH3:1][N:2]1[C:10]2[C:9](=[O:11])[N:8]([CH2:12][CH2:13][O:14][C:15]3[CH:20]=[CH:19][C:18]([CH2:21][CH:22]([O:26][CH2:27][CH3:28])[C:23]([O-:25])=[O:24])=[CH:17][CH:16]=3)[C:7]([CH3:29])=[N:6][C:5]=2[C:4]([CH2:30][CH2:31][CH3:32])=[N:3]1.[CH3:1][N:2]1[C:10]2[C:9](=[O:11])[N:8]([CH2:12][CH2:13][O:14][C:15]3[CH:20]=[CH:19][C:18]([CH2:21][CH:22]([O:26][CH2:27][CH3:28])[C:23]([OH:25])=[O:24])=[CH:17][CH:16]=3)[C:7]([CH3:29])=[N:6][C:5]=2[C:4]([CH2:30][CH2:31][CH3:32])=[N:3]1. The catalyst class is: 5. (3) Reactant: [C:1]([O:5][C:6]([NH:8][C:9]1[CH:14]=[CH:13][CH:12]=[CH:11][C:10]=1[NH:15][C:16]([C:18]1[CH:23]=[CH:22][C:21]([CH:24]=[CH:25][C:26]([O:28]C)=[O:27])=[CH:20][CH:19]=1)=[O:17])=[O:7])([CH3:4])([CH3:3])[CH3:2].O[Li].O. Product: [C:1]([O:5][C:6]([NH:8][C:9]1[CH:14]=[CH:13][CH:12]=[CH:11][C:10]=1[NH:15][C:16]([C:18]1[CH:23]=[CH:22][C:21]([CH:24]=[CH:25][C:26]([OH:28])=[O:27])=[CH:20][CH:19]=1)=[O:17])=[O:7])([CH3:4])([CH3:2])[CH3:3]. The catalyst class is: 20. (4) Reactant: [C:1]([C:4]1[C:5]([OH:17])=[C:6]([Cl:16])[CH:7]=[C:8]([O:10][CH2:11][CH:12]=[C:13]([Cl:15])[Cl:14])[CH:9]=1)(=[O:3])[CH3:2].[F:18][C:19]([F:32])([F:31])[C:20]1[CH:21]=[CH:22][C:23]([O:26][CH2:27][CH2:28][CH2:29]O)=[N:24][CH:25]=1.C1(P(C2C=CC=CC=2)C2C=CC=CC=2)C=CC=CC=1.N(C(OCC)=O)=NC(OCC)=O. Product: [C:1]([C:4]1[C:5]([O:17][CH2:29][CH2:28][CH2:27][O:26][C:23]2[CH:22]=[CH:21][C:20]([C:19]([F:32])([F:18])[F:31])=[CH:25][N:24]=2)=[C:6]([Cl:16])[CH:7]=[C:8]([O:10][CH2:11][CH:12]=[C:13]([Cl:15])[Cl:14])[CH:9]=1)(=[O:3])[CH3:2]. The catalyst class is: 7. (5) Reactant: [CH3:1][O:2][C:3](=[O:15])[CH2:4][N:5]1[C:10](=[O:11])[C:9]([Cl:12])=[C:8]([Cl:13])[N:7]=[C:6]1Cl.[C:16]([O:20][C:21](=[O:29])[NH:22][CH:23]1[CH2:28][CH2:27][NH:26][CH2:25][CH2:24]1)([CH3:19])([CH3:18])[CH3:17].CCN(C(C)C)C(C)C. Product: [CH3:1][O:2][C:3](=[O:15])[CH2:4][N:5]1[C:10](=[O:11])[C:9]([Cl:12])=[C:8]([Cl:13])[N:7]=[C:6]1[N:26]1[CH2:25][CH2:24][CH:23]([NH:22][C:21]([O:20][C:16]([CH3:19])([CH3:18])[CH3:17])=[O:29])[CH2:28][CH2:27]1. The catalyst class is: 18. (6) Reactant: CS(C)=O.[OH-].[K+].[CH2:7]([NH:14][C:15](=[O:39])[C@@H:16]([CH2:37][OH:38])[NH:17][C:18]([C:31]1[CH:36]=[CH:35][CH:34]=[CH:33][CH:32]=1)([C:25]1[CH:30]=[CH:29][CH:28]=[CH:27][CH:26]=1)[C:19]1[CH:24]=[CH:23][CH:22]=[CH:21][CH:20]=1)[C:8]1[CH:13]=[CH:12][CH:11]=[CH:10][CH:9]=1.[CH3:40]I. Product: [CH2:7]([NH:14][C:15](=[O:39])[C@@H:16]([CH2:37][O:38][CH3:40])[NH:17][C:18]([C:31]1[CH:32]=[CH:33][CH:34]=[CH:35][CH:36]=1)([C:25]1[CH:26]=[CH:27][CH:28]=[CH:29][CH:30]=1)[C:19]1[CH:24]=[CH:23][CH:22]=[CH:21][CH:20]=1)[C:8]1[CH:9]=[CH:10][CH:11]=[CH:12][CH:13]=1. The catalyst class is: 93.